Dataset: Full USPTO retrosynthesis dataset with 1.9M reactions from patents (1976-2016). Task: Predict the reactants needed to synthesize the given product. Given the product [Cl:1][C:2]1[CH:3]=[C:4]([CH:7]=[CH:8][C:9]=1[Cl:10])[CH2:5][O:6][C:23]1[C:24]([F:26])=[CH:25][C:20]([C:19]([NH:18][S:15]([N:14]([CH3:30])[CH3:13])(=[O:17])=[O:16])=[O:29])=[C:21]([F:28])[CH:22]=1, predict the reactants needed to synthesize it. The reactants are: [Cl:1][C:2]1[CH:3]=[C:4]([CH:7]=[CH:8][C:9]=1[Cl:10])[CH2:5][OH:6].[H-].[Na+].[CH3:13][N:14]([CH3:30])[S:15]([NH:18][C:19](=[O:29])[C:20]1[CH:25]=[C:24]([F:26])[C:23](F)=[CH:22][C:21]=1[F:28])(=[O:17])=[O:16].